Task: Predict the product of the given reaction.. Dataset: Forward reaction prediction with 1.9M reactions from USPTO patents (1976-2016) (1) Given the reactants [CH3:1][N:2]1[CH:6]=[C:5]([C:7]2[CH:8]=[CH:9][C:10]3[N:11]([C:13]([SH:16])=[N:14][N:15]=3)[CH:12]=2)[CH:4]=[N:3]1.Br[C:18]1[CH:19]=[C:20]2[C:25](=[CH:26][CH:27]=1)[N:24]=[CH:23][C:22]([C:28]1[CH:29]=[N:30][N:31]([CH3:33])[CH:32]=1)=[C:21]2[F:34].C1(P(C2C=CC=CC=2)C2C3OC4C(=CC=CC=4P(C4C=CC=CC=4)C4C=CC=CC=4)C(C)(C)C=3C=CC=2)C=CC=CC=1.C(N(CC)C(C)C)(C)C, predict the reaction product. The product is: [F:34][C:21]1[C:20]2[C:25](=[CH:26][CH:27]=[C:18]([S:16][C:13]3[N:11]4[CH:12]=[C:7]([C:5]5[CH:4]=[N:3][N:2]([CH3:1])[CH:6]=5)[CH:8]=[CH:9][C:10]4=[N:15][N:14]=3)[CH:19]=2)[N:24]=[CH:23][C:22]=1[C:28]1[CH:29]=[N:30][N:31]([CH3:33])[CH:32]=1. (2) Given the reactants [CH3:1][N:2]([CH3:18])[C:3](=[O:17])[C:4]1[CH:9]=[CH:8][C:7]([CH:10]2[CH2:15][CH2:14][C:13](=O)[CH2:12][CH2:11]2)=[CH:6][CH:5]=1.[O:19]=[C:20]([NH:35][C@@H:36]1[CH2:40][CH2:39][NH:38][CH2:37]1)[CH2:21][NH:22][C:23](=[O:34])[C:24]1[CH:29]=[CH:28][CH:27]=[C:26]([C:30]([F:33])([F:32])[F:31])[CH:25]=1.C(O[BH-](OC(=O)C)OC(=O)C)(=O)C.[Na+], predict the reaction product. The product is: [CH3:1][N:2]([CH3:18])[C:3](=[O:17])[C:4]1[CH:9]=[CH:8][C:7]([CH:10]2[CH2:15][CH2:14][CH:13]([N:38]3[CH2:39][CH2:40][C@@H:36]([NH:35][C:20](=[O:19])[CH2:21][NH:22][C:23](=[O:34])[C:24]4[CH:29]=[CH:28][CH:27]=[C:26]([C:30]([F:31])([F:33])[F:32])[CH:25]=4)[CH2:37]3)[CH2:12][CH2:11]2)=[CH:6][CH:5]=1.